From a dataset of Merck oncology drug combination screen with 23,052 pairs across 39 cell lines. Regression. Given two drug SMILES strings and cell line genomic features, predict the synergy score measuring deviation from expected non-interaction effect. (1) Drug 1: COc1cccc2c1C(=O)c1c(O)c3c(c(O)c1C2=O)CC(O)(C(=O)CO)CC3OC1CC(N)C(O)C(C)O1. Drug 2: CS(=O)(=O)CCNCc1ccc(-c2ccc3ncnc(Nc4ccc(OCc5cccc(F)c5)c(Cl)c4)c3c2)o1. Cell line: ES2. Synergy scores: synergy=5.68. (2) Drug 2: CNC(=O)c1cc(Oc2ccc(NC(=O)Nc3ccc(Cl)c(C(F)(F)F)c3)cc2)ccn1. Cell line: ES2. Synergy scores: synergy=6.10. Drug 1: Cn1c(=O)n(-c2ccc(C(C)(C)C#N)cc2)c2c3cc(-c4cnc5ccccc5c4)ccc3ncc21.